This data is from Reaction yield outcomes from USPTO patents with 853,638 reactions. The task is: Predict the reaction yield, written as a fraction of the theoretical maximum amount of product (1.0 means a 100% yield; for example, 0.34 means a 34% yield). (1) The reactants are Br[C:2]1[C:3]([CH3:12])=[C:4]([C:7]([O:10][CH3:11])=[CH:8][CH:9]=1)[CH:5]=[O:6].[B:13]1([B:13]2[O:17][C:16]([CH3:19])([CH3:18])[C:15]([CH3:21])([CH3:20])[O:14]2)[O:17][C:16]([CH3:19])([CH3:18])[C:15]([CH3:21])([CH3:20])[O:14]1.C([O-])(=O)C.[K+].O. The catalyst is O1CCOCC1.Cl[Pd](Cl)([P](C1C=CC=CC=1)(C1C=CC=CC=1)C1C=CC=CC=1)[P](C1C=CC=CC=1)(C1C=CC=CC=1)C1C=CC=CC=1. The product is [CH3:11][O:10][C:7]1[C:4]([CH:5]=[O:6])=[C:3]([CH3:12])[C:2]([B:13]2[O:17][C:16]([CH3:19])([CH3:18])[C:15]([CH3:21])([CH3:20])[O:14]2)=[CH:9][CH:8]=1. The yield is 0.690. (2) The reactants are [Cl:1][C:2]1[C:3]([S:11][CH3:12])=[N:4][CH:5]=[C:6]([CH:8]([OH:10])[CH3:9])[CH:7]=1.[H-].[Na+].[CH2:15](Br)[C:16]1[CH:21]=[CH:20][CH:19]=[CH:18][CH:17]=1. The catalyst is CN(C=O)C.O. The product is [CH2:15]([O:10][CH:8]([C:6]1[CH:7]=[C:2]([Cl:1])[C:3]([S:11][CH3:12])=[N:4][CH:5]=1)[CH3:9])[C:16]1[CH:21]=[CH:20][CH:19]=[CH:18][CH:17]=1. The yield is 0.790. (3) The reactants are [Si]([N:8]1[CH2:12][CH2:11][CH:10]([CH2:13][C:14]([N:16]([C:19]2[C:20]([Cl:30])=[N:21][N:22]([C:24]3[CH:25]=[N:26][CH:27]=[CH:28][CH:29]=3)[CH:23]=2)[CH2:17][CH3:18])=[O:15])[C:9]1=[O:31])(C(C)(C)C)(C)C.[F-].C([N+](CCCC)(CCCC)CCCC)CCC. The catalyst is C1COCC1. The product is [Cl:30][C:20]1[C:19]([N:16]([CH2:17][CH3:18])[C:14](=[O:15])[CH2:13][CH:10]2[CH2:11][CH2:12][NH:8][C:9]2=[O:31])=[CH:23][N:22]([C:24]2[CH:25]=[N:26][CH:27]=[CH:28][CH:29]=2)[N:21]=1. The yield is 0.300. (4) The catalyst is FC(F)(F)C(O)=O. The yield is 0.970. The product is [CH3:4][N:5]1[CH2:6][C:10](=[O:11])[NH:9][CH:8]([CH2:17][C:18]2[CH:23]=[CH:22][C:21]([C:24]([O:26][CH3:27])=[O:25])=[CH:20][CH:19]=2)[C:7]1=[O:28]. The reactants are COC(=O)[CH2:4][N:5]([C:7](=[O:28])[C@H:8]([CH2:17][C:18]1[CH:23]=[CH:22][C:21]([C:24]([O:26][CH3:27])=[O:25])=[CH:20][CH:19]=1)[NH:9][C:10](OC(C)(C)C)=[O:11])[CH3:6].C(N(CC)CC)C. (5) The reactants are [ClH:1].CO[C:4](=O)[CH:5]([NH2:10])[CH2:6][CH2:7][C:8]#[CH:9].[N:12]#[C:13][NH2:14]. No catalyst specified. The product is [ClH:1].[CH2:6]([C:5]1[N:10]=[C:13]([NH2:14])[NH:12][CH:4]=1)[CH2:7][C:8]#[CH:9]. The yield is 0.480. (6) The reactants are [Cl:1][C:2]1[CH:7]=[CH:6][CH:5]=[C:4]([F:8])[C:3]=1[OH:9].C(=O)([O-])[O-].[K+].[K+].Cl[C:17]([F:22])([F:21])C([O-])=O.[Na+]. The catalyst is CN(C)C=O.O.Cl.C(OCC)C. The product is [Cl:1][C:2]1[CH:7]=[CH:6][CH:5]=[C:4]([F:8])[C:3]=1[O:9][CH:17]([F:22])[F:21]. The yield is 0.410.